From a dataset of Reaction yield outcomes from USPTO patents with 853,638 reactions. Predict the reaction yield, written as a fraction of the theoretical maximum amount of product (1.0 means a 100% yield; for example, 0.34 means a 34% yield). (1) The reactants are [CH3:1][C:2]([O:5][C:6]([N:8]1[CH2:13][CH2:12][CH:11]([C:14]([OH:16])=O)[CH2:10][CH2:9]1)=[O:7])([CH3:4])[CH3:3].C(N1C=CN=C1)(N1C=CN=C1)=O.[C:29]([C:31]1[CH:36]=[CH:35][C:34]([N:37]([CH2:43][C:44]([F:47])([F:46])[F:45])[CH2:38][C:39](=[NH:42])[NH:40]O)=[CH:33][C:32]=1[C:48]([F:51])([F:50])[F:49])#[N:30]. The catalyst is C1COCC1. The product is [C:29]([C:31]1[CH:36]=[CH:35][C:34]([N:37]([CH2:38][C:39]2[N:42]=[C:14]([CH:11]3[CH2:10][CH2:9][N:8]([C:6]([O:5][C:2]([CH3:1])([CH3:3])[CH3:4])=[O:7])[CH2:13][CH2:12]3)[O:16][N:40]=2)[CH2:43][C:44]([F:46])([F:47])[F:45])=[CH:33][C:32]=1[C:48]([F:49])([F:50])[F:51])#[N:30]. The yield is 0.680. (2) The reactants are Cl[C:2]1[N:9]=[C:8]([CH3:10])[CH:7]=[C:6]([CH3:11])[C:3]=1[C:4]#[N:5].[C:12]([O:16][C:17](O[C:17]([O:16][C:12]([CH3:15])([CH3:14])[CH3:13])=[O:18])=[O:18])([CH3:15])([CH3:14])[CH3:13]. The catalyst is C(O)(=O)C.C(O)C.C.[Pd]. The product is [C:12]([O:16][C:17](=[O:18])[NH:5][CH2:4][C:3]1[CH:2]=[N:9][C:8]([CH3:10])=[CH:7][C:6]=1[CH3:11])([CH3:15])([CH3:14])[CH3:13]. The yield is 0.200. (3) The reactants are N1C2C(=CC=C3C=2N=CC=C3)C=CC=1.[C:15]([O-])([O-])=[O:16].[Cs+].[Cs+].I[C:22]1[CH:29]=[CH:28][CH:27]=[CH:26][C:23]=1[CH2:24][OH:25]. The catalyst is [Cu]I.CO. The product is [CH3:15][O:16][C:22]1[CH:29]=[CH:28][CH:27]=[CH:26][C:23]=1[CH2:24][OH:25]. The yield is 0.880. (4) The reactants are [CH2:1]([N:8]1[C:16]2[C:11](=[CH:12][C:13](Br)=[CH:14][CH:15]=2)[CH:10]=[CH:9]1)[C:2]1[CH:7]=[CH:6][CH:5]=[CH:4][CH:3]=1.[C:18]1(B(O)O)[CH:23]=[CH:22][CH:21]=[CH:20][CH:19]=1.ClCCl.C(=O)([O-])[O-].[K+].[K+]. The catalyst is O1CCOCC1.O.C1C=CC(P(C2C=CC=CC=2)[C-]2C=CC=C2)=CC=1.C1C=CC(P(C2C=CC=CC=2)[C-]2C=CC=C2)=CC=1.Cl[Pd]Cl.[Fe+2]. The product is [CH2:1]([N:8]1[C:16]2[C:11](=[CH:12][C:13]([C:18]3[CH:23]=[CH:22][CH:21]=[CH:20][CH:19]=3)=[CH:14][CH:15]=2)[CH:10]=[CH:9]1)[C:2]1[CH:7]=[CH:6][CH:5]=[CH:4][CH:3]=1. The yield is 0.350. (5) The reactants are [C:1]([O:5][C:6](=[O:14])[NH:7][C:8]1[S:12][C:11](Br)=[N:10][CH:9]=1)([CH3:4])([CH3:3])[CH3:2].[CH2:15]([Sn](CCCC)(CCCC)C=C)[CH2:16]CC.C(C1C=C(C)C=C(C(C)(C)C)C=1O)(C)(C)C. The catalyst is O1CCOCC1.[Pd].C1(P(C2C=CC=CC=2)C2C=CC=CC=2)C=CC=CC=1.C1(P(C2C=CC=CC=2)C2C=CC=CC=2)C=CC=CC=1.C1(P(C2C=CC=CC=2)C2C=CC=CC=2)C=CC=CC=1.C1(P(C2C=CC=CC=2)C2C=CC=CC=2)C=CC=CC=1. The product is [C:1]([O:5][C:6](=[O:14])[NH:7][C:8]1[S:12][C:11]([CH:15]=[CH2:16])=[N:10][CH:9]=1)([CH3:4])([CH3:3])[CH3:2]. The yield is 0.540. (6) The reactants are [CH2:1]([C:4]1([C:21]2[CH:26]=[CH:25][C:24]([F:27])=[CH:23][CH:22]=2)[C:13]2[C:8](=[CH:9][CH:10]=[C:11]([Cl:14])[CH:12]=2)[NH:7][C:6](=[O:15])[N:5]1[CH2:16][C:17]([F:20])([F:19])[F:18])[CH:2]=[CH2:3]. The catalyst is C(OCC)(=O)C.[Pd]. The product is [Cl:14][C:11]1[CH:12]=[C:13]2[C:8](=[CH:9][CH:10]=1)[NH:7][C:6](=[O:15])[N:5]([CH2:16][C:17]([F:19])([F:18])[F:20])[C:4]2([C:21]1[CH:22]=[CH:23][C:24]([F:27])=[CH:25][CH:26]=1)[CH2:1][CH2:2][CH3:3]. The yield is 1.00. (7) The reactants are [F:1][C:2]1[CH:7]=[CH:6][C:5]([O:8][CH2:9][CH2:10][O:11][CH3:12])=[CH:4][C:3]=1[F:13].C(NC(C)C)(C)C.[Li].CN(C)[CH:24]=[O:25].C(O)(=O)C. The catalyst is O1CCCC1.O. The product is [F:13][C:3]1[C:2]([F:1])=[CH:7][CH:6]=[C:5]([O:8][CH2:9][CH2:10][O:11][CH3:12])[C:4]=1[CH:24]=[O:25]. The yield is 0.806. (8) The reactants are [NH2:1][C:2]1[CH:3]=[C:4]([CH:21]=[CH:22][CH:23]=1)[O:5][C:6]1[CH:7]=[CH:8][C:9]2[N:10]([CH:12]=[C:13]([NH:15][C:16]([CH:18]3[CH2:20][CH2:19]3)=[O:17])[N:14]=2)[N:11]=1.[F:24][C:25]([F:36])([F:35])[C:26]1[N:31]=[C:30]([C:32](O)=[O:33])[CH:29]=[CH:28][CH:27]=1.Cl.CN(C)CCCN=C=NCC.ON1C2C=CC=CC=2N=N1.[Cl-].[NH4+]. The catalyst is CN(C)C=O. The product is [CH:18]1([C:16]([NH:15][C:13]2[N:14]=[C:9]3[CH:8]=[CH:7][C:6]([O:5][C:4]4[CH:3]=[C:2]([NH:1][C:32]([C:30]5[CH:29]=[CH:28][CH:27]=[C:26]([C:25]([F:36])([F:24])[F:35])[N:31]=5)=[O:33])[CH:23]=[CH:22][CH:21]=4)=[N:11][N:10]3[CH:12]=2)=[O:17])[CH2:20][CH2:19]1. The yield is 0.850.